Dataset: Full USPTO retrosynthesis dataset with 1.9M reactions from patents (1976-2016). Task: Predict the reactants needed to synthesize the given product. (1) Given the product [Cl:1][C:2]1[CH:3]=[C:4]2[C:9](=[CH:10][CH:11]=1)[CH:8]=[C:7]([S:12][CH2:19][CH2:18][S:15]([N:14]([CH3:13])[CH:20]1[CH2:21][CH2:22][N:23]([C:26]3[CH:31]=[CH:30][N:29]=[CH:28][CH:27]=3)[CH2:24][CH2:25]1)(=[O:16])=[O:17])[CH:6]=[CH:5]2, predict the reactants needed to synthesize it. The reactants are: [Cl:1][C:2]1[CH:3]=[C:4]2[C:9](=[CH:10][CH:11]=1)[CH:8]=[C:7]([SH:12])[CH:6]=[CH:5]2.[CH3:13][N:14]([CH:20]1[CH2:25][CH2:24][N:23]([C:26]2[CH:31]=[CH:30][N:29]=[CH:28][CH:27]=2)[CH2:22][CH2:21]1)[S:15]([CH2:18][CH3:19])(=[O:17])=[O:16].CO. (2) Given the product [Br:10][CH:7]([CH2:6][CH:3]1[CH2:4][CH2:5][O:1][CH2:2]1)[CH:8]=[O:9], predict the reactants needed to synthesize it. The reactants are: [O:1]1[CH2:5][CH2:4][CH:3]([CH2:6][CH2:7][CH:8]=[O:9])[CH2:2]1.[Br:10]C1(Br)C(=O)NC(=O)NC1=O.Br. (3) Given the product [N:10]1([C:8](=[O:9])[CH2:7][N:1]2[CH2:2][CH2:3][N:4]([C:17]3[CH:18]=[CH:19][C:20]4[N:21]([C:23]([C:26]([F:27])([F:29])[F:28])=[N:24][N:25]=4)[N:22]=3)[CH2:5][CH2:6]2)[CH2:11][CH2:12][CH2:13][CH2:14][CH2:15]1, predict the reactants needed to synthesize it. The reactants are: [N:1]1([CH2:7][C:8]([N:10]2[CH2:15][CH2:14][CH2:13][CH2:12][CH2:11]2)=[O:9])[CH2:6][CH2:5][NH:4][CH2:3][CH2:2]1.Cl[C:17]1[CH:18]=[CH:19][C:20]2[N:21]([C:23]([C:26]([F:29])([F:28])[F:27])=[N:24][N:25]=2)[N:22]=1. (4) Given the product [OH:21][C:17]1[C:16]([O:36][CH3:37])=[C:15]([C:13](=[O:14])[CH2:12][NH:11][C:2]([CH3:1])([CH3:10])[CH2:3][C:4]2[CH:9]=[CH:8][CH:7]=[CH:6][CH:5]=2)[CH:35]=[CH:34][C:18]=1[OH:19], predict the reactants needed to synthesize it. The reactants are: [CH3:1][C:2]([NH:11][CH2:12][C:13]([C:15]1[CH:35]=[CH:34][C:18]2[O:19]C(C3C=CC=CC=3)(C3C=CC=CC=3)[O:21][C:17]=2[C:16]=1[O:36][CH3:37])=[O:14])([CH3:10])[CH2:3][C:4]1[CH:9]=[CH:8][CH:7]=[CH:6][CH:5]=1. (5) Given the product [CH:37]1([NH:33][CH2:2][C:3]([N:5]2[C:13]3[C:8](=[CH:9][C:10]([O:14][CH2:15][C:16]4[S:17][C:18]([C:27]([F:30])([F:29])[F:28])=[C:19]([C:21]5[CH:26]=[CH:25][CH:24]=[CH:23][CH:22]=5)[CH:20]=4)=[CH:11][CH:12]=3)[CH2:7][CH2:6]2)=[O:4])[CH2:39][CH2:38]1, predict the reactants needed to synthesize it. The reactants are: Cl[CH2:2][C:3]([N:5]1[C:13]2[C:8](=[CH:9][C:10]([O:14][CH2:15][C:16]3[S:17][C:18]([C:27]([F:30])([F:29])[F:28])=[C:19]([C:21]4[CH:26]=[CH:25][CH:24]=[CH:23][CH:22]=4)[CH:20]=3)=[CH:11][CH:12]=2)[CH2:7][CH2:6]1)=[O:4].CC[N:33]([CH:37]([CH3:39])[CH3:38])C(C)C. (6) Given the product [C:52]([O:1][CH:2]1[CH2:7][CH2:6][CH2:5][CH2:4][CH:3]1[N:8]1[C:32](=[O:33])[C:11]2=[CH:12][N:13]([CH2:20][C:21]3[CH:26]=[CH:25][C:24]([N:27]4[CH:31]=[CH:30][CH:29]=[N:28]4)=[CH:23][CH:22]=3)[C:14]3[CH:15]=[CH:16][CH:17]=[CH:18][C:19]=3[C:10]2=[N:9]1)(=[O:54])[CH3:53], predict the reactants needed to synthesize it. The reactants are: [OH:1][C@@H:2]1[CH2:7][CH2:6][CH2:5][CH2:4][C@H:3]1[N:8]1[C:32](=[O:33])[C:11]2=[CH:12][N:13]([CH2:20][C:21]3[CH:26]=[CH:25][C:24]([N:27]4[CH:31]=[CH:30][CH:29]=[N:28]4)=[CH:23][CH:22]=3)[C:14]3[CH:15]=[CH:16][CH:17]=[CH:18][C:19]=3[C:10]2=[N:9]1.C(N(C(C)C)CC)(C)C.CC1C(C)=NC=CC=1N.[C:52](Cl)(=[O:54])[CH3:53].